This data is from Forward reaction prediction with 1.9M reactions from USPTO patents (1976-2016). The task is: Predict the product of the given reaction. (1) The product is: [CH3:1][N:2]1[C:15]2[C:10](=[CH:11][CH:12]=[CH:13][CH:14]=2)[CH:9]([C:16]([Cl:21])=[O:18])[C:8]2[CH:7]=[CH:6][CH:5]=[CH:4][C:3]1=2. Given the reactants [CH3:1][N:2]1[C:15]2[C:10](=[CH:11][CH:12]=[CH:13][CH:14]=2)[CH:9]([C:16]([OH:18])=O)[C:8]2[CH:7]=[CH:6][CH:5]=[CH:4][C:3]1=2.S(Cl)([Cl:21])=O.C1C(N=NC2C=CC(N)=C(S([O-])(=O)=O)C=2)=CC=C(S([O-])(=O)=O)C=1.[Na+].[Na+], predict the reaction product. (2) Given the reactants Br[C:2]1[CH:3]=[C:4]2[C:9](=[CH:10][CH:11]=1)[N:8]=[C:7]([CH3:12])[CH:6]=[CH:5]2.[S:13]1[CH:17]=[CH:16][CH:15]=[C:14]1B(O)O.C(OC(O)C)C.C(=O)([O-])O.[Na+], predict the reaction product. The product is: [CH3:12][C:7]1[CH:6]=[CH:5][C:4]2[C:9](=[CH:10][CH:11]=[C:2]([C:14]3[S:13][CH:17]=[CH:16][CH:15]=3)[CH:3]=2)[N:8]=1. (3) Given the reactants [C:1]([C:3]([CH3:10])([CH3:9])[C:4]([O:6][CH2:7][CH3:8])=[O:5])#[N:2], predict the reaction product. The product is: [NH2:2][CH2:1][C:3]([CH3:10])([CH3:9])[C:4]([O:6][CH2:7][CH3:8])=[O:5]. (4) Given the reactants C([C@H]1COC(=O)N1[C:14](=[O:30])[C@H:15]([CH3:29])[C@@H:16]([C:22]1[CH:27]=[CH:26][CH:25]=[C:24]([Br:28])[CH:23]=1)[O:17][Si:18]([CH3:21])([CH3:20])[CH3:19])C1C=CC=CC=1.[Li+].[BH4-].[NH4+].[Cl-].CC(OC)(C)C, predict the reaction product. The product is: [Br:28][C:24]1[CH:23]=[C:22]([C@@H:16]([O:17][Si:18]([CH3:20])([CH3:19])[CH3:21])[C@@H:15]([CH3:29])[CH2:14][OH:30])[CH:27]=[CH:26][CH:25]=1. (5) Given the reactants [C:1]1(=O)[CH2:4][CH2:3][CH2:2]1.[Br:6][C:7]1[CH:8]=[CH:9][C:10]([CH:13]([C:16]2[CH:26]=[CH:25][C:19]3[CH2:20][CH2:21][NH:22][CH2:23][CH2:24][C:18]=3[CH:17]=2)[C:14]#[N:15])=[N:11][CH:12]=1.C(O[BH-](OC(=O)C)OC(=O)C)(=O)C.[Na+], predict the reaction product. The product is: [Br:6][C:7]1[CH:8]=[CH:9][C:10]([CH:13]([C:16]2[CH:26]=[CH:25][C:19]3[CH2:20][CH2:21][N:22]([CH:1]4[CH2:4][CH2:3][CH2:2]4)[CH2:23][CH2:24][C:18]=3[CH:17]=2)[C:14]#[N:15])=[N:11][CH:12]=1. (6) Given the reactants [OH:1][C:2]1[CH:11]=[C:10](I)[CH:9]=[CH:8][C:3]=1[C:4]([O:6][CH3:7])=[O:5].[F:13][C:14]1[CH:19]=[C:18]([F:20])[CH:17]=[CH:16][C:15]=1B(O)O.C(=O)([O-])[O-].[Na+].[Na+].C1(P(C2CCCCC2)[C:37]2[CH:42]=[CH:41][CH:40]=[CH:39][C:38]=2[C:43]2C(OC)=CC=CC=2OC)CCCCC1, predict the reaction product. The product is: [CH2:43]([O:1][C:2]1[CH:11]=[C:10]([C:17]2[CH:16]=[CH:15][C:14]([F:13])=[CH:19][C:18]=2[F:20])[CH:9]=[CH:8][C:3]=1[C:4]([O:6][CH3:7])=[O:5])[C:38]1[CH:39]=[CH:40][CH:41]=[CH:42][CH:37]=1.